This data is from Reaction yield outcomes from USPTO patents with 853,638 reactions. The task is: Predict the reaction yield, written as a fraction of the theoretical maximum amount of product (1.0 means a 100% yield; for example, 0.34 means a 34% yield). (1) The reactants are [CH2:1]([C:3]1[S:31][C:6]2[N:7]=[C:8]([C:24]([NH:26][CH2:27][C:28](O)=[O:29])=[O:25])[N:9]=[C:10]([N:11]3[CH2:16][CH2:15][N:14]4[C:17]([C:20]([F:23])([F:22])[F:21])=[N:18][N:19]=[C:13]4[CH2:12]3)[C:5]=2[CH:4]=1)[CH3:2].ClC(OCC(C)C)=O.CN1CCOCC1.[BH4-].[Na+]. The catalyst is O1CCCC1.O. The product is [OH:29][CH2:28][CH2:27][NH:26][C:24]([C:8]1[N:9]=[C:10]([N:11]2[CH2:16][CH2:15][N:14]3[C:17]([C:20]([F:21])([F:22])[F:23])=[N:18][N:19]=[C:13]3[CH2:12]2)[C:5]2[CH:4]=[C:3]([CH2:1][CH3:2])[S:31][C:6]=2[N:7]=1)=[O:25]. The yield is 0.140. (2) The reactants are [C:1]1([S:7]([N:10]2[C:14]3=[N:15][CH:16]=[C:17]([O:19][CH3:20])[CH:18]=[C:13]3[C:12](I)=[CH:11]2)(=[O:9])=[O:8])[CH:6]=[CH:5][CH:4]=[CH:3][CH:2]=1.C([Mg]Cl)(C)C.[C:27]([O:31][C:32](=[O:54])[N:33]([C:45]1[CH:50]=[CH:49][C:48]([CH:51]=[O:52])=[C:47]([F:53])[N:46]=1)[CH2:34][C:35]1[CH:36]=[N:37][C:38]([C:41]([F:44])([F:43])[F:42])=[CH:39][CH:40]=1)([CH3:30])([CH3:29])[CH3:28].[Cl-].[NH4+]. The catalyst is O1CCCC1. The product is [C:27]([O:31][C:32](=[O:54])[N:33]([C:45]1[CH:50]=[CH:49][C:48]([CH:51]([C:12]2[C:13]3[C:14](=[N:15][CH:16]=[C:17]([O:19][CH3:20])[CH:18]=3)[N:10]([S:7]([C:1]3[CH:6]=[CH:5][CH:4]=[CH:3][CH:2]=3)(=[O:9])=[O:8])[CH:11]=2)[OH:52])=[C:47]([F:53])[N:46]=1)[CH2:34][C:35]1[CH:36]=[N:37][C:38]([C:41]([F:43])([F:42])[F:44])=[CH:39][CH:40]=1)([CH3:30])([CH3:28])[CH3:29]. The yield is 0.600. (3) The catalyst is C1COCC1. The reactants are [CH3:1][N:2]([CH2:4][C:5]1[CH:6]=[CH:7][C:8]([C:11]2([OH:21])[CH2:20][CH2:19][C:14]3(OCC[O:15]3)[CH2:13][CH2:12]2)=[N:9][CH:10]=1)[CH3:3].Cl.C([O-])(O)=O.[Na+]. The yield is 0.510. The product is [CH3:3][N:2]([CH2:4][C:5]1[CH:6]=[CH:7][C:8]([C:11]2([OH:21])[CH2:20][CH2:19][C:14](=[O:15])[CH2:13][CH2:12]2)=[N:9][CH:10]=1)[CH3:1].